Dataset: Full USPTO retrosynthesis dataset with 1.9M reactions from patents (1976-2016). Task: Predict the reactants needed to synthesize the given product. (1) Given the product [CH3:1][O:2][C:3]1[C:4]([C:11]2[CH:16]=[CH:15][CH:14]=[CH:13][CH:12]=2)=[CH:5][C:6]([CH:7]=[C:19]2[C:20]3[C:25](=[N:24][CH:23]=[CH:22][CH:21]=3)[NH:17][C:18]2=[O:26])=[CH:9][CH:10]=1, predict the reactants needed to synthesize it. The reactants are: [CH3:1][O:2][C:3]1[CH:10]=[CH:9][C:6]([CH:7]=O)=[CH:5][C:4]=1[C:11]1[CH:16]=[CH:15][CH:14]=[CH:13][CH:12]=1.[NH:17]1[C:25]2[C:20](=[CH:21][CH:22]=[CH:23][N:24]=2)[CH2:19][C:18]1=[O:26]. (2) Given the product [NH2:28][CH:19]([C:4]1[CH:3]=[C:2]([Cl:1])[C:11]2[C:6](=[CH:7][CH:8]=[CH:9][CH:10]=2)[C:5]=1[N:12]1[CH2:17][CH2:16][CH:15]([OH:18])[CH2:14][CH2:13]1)[CH3:20], predict the reactants needed to synthesize it. The reactants are: [Cl:1][C:2]1[C:11]2[C:6](=[CH:7][CH:8]=[CH:9][CH:10]=2)[C:5]([N:12]2[CH2:17][CH2:16][CH:15]([OH:18])[CH2:14][CH2:13]2)=[C:4]([C:19](=O)[CH3:20])[CH:3]=1.C([O-])(=O)C.[NH4+].C([BH3-])#[N:28].[Na+]. (3) Given the product [CH3:40][C@@:24]12[C@H:23]3[CH2:22][CH2:21][C@@:20]4([CH3:41])[C@H:19]([C@@H:32]3[CH2:31][CH:30]=[C:29]1[N:28]([CH2:33][C:34]([N:36]([CH3:37])[CH3:38])=[O:35])[C:27](=[O:39])[CH2:26][CH2:25]2)[CH2:18][CH:17]=[C:16]4[C:4]1[CH:5]=[CH:6][N:1]=[CH:2][CH:3]=1, predict the reactants needed to synthesize it. The reactants are: [N:1]1[CH:6]=[CH:5][C:4](B(O)O)=[CH:3][CH:2]=1.FC(F)(F)S(O[C:16]1[C@@:20]2([CH3:41])[CH2:21][CH2:22][C@H:23]3[C@H:32]([C@@H:19]2[CH2:18][CH:17]=1)[CH2:31][CH:30]=[C:29]1[C@:24]3([CH3:40])[CH2:25][CH2:26][C:27](=[O:39])[N:28]1[CH2:33][C:34]([N:36]([CH3:38])[CH3:37])=[O:35])(=O)=O.O.